From a dataset of Full USPTO retrosynthesis dataset with 1.9M reactions from patents (1976-2016). Predict the reactants needed to synthesize the given product. (1) Given the product [NH2:7][CH:8]([CH2:9][C:10]1[CH:15]=[CH:14][CH:13]=[CH:12][CH:11]=1)[C:16]([NH:17][CH:18]1[C:25]2[CH:24]=[CH:23][S:22][C:21]=2[CH2:20][CH:19]1[OH:26])=[O:27], predict the reactants needed to synthesize it. The reactants are: C(OC(=O)[NH:7][CH:8]([C:16](=[O:27])[NH:17][CH:18]1[C:25]2[CH:24]=[CH:23][S:22][C:21]=2[CH2:20][CH:19]1[OH:26])[CH2:9][C:10]1[CH:15]=[CH:14][CH:13]=[CH:12][CH:11]=1)(C)(C)C.C(O)(C(F)(F)F)=O. (2) Given the product [F:13][C:2]([F:1])([S:9]([O-:12])(=[O:10])=[O:11])[CH:3]([OH:8])[C:4]([F:5])([F:7])[F:6].[C:26]([C:30]1[CH:31]=[CH:32][C:33]([S+:36]([C:44]2[CH:45]=[CH:46][C:47]([C:50]([CH3:53])([CH3:52])[CH3:51])=[CH:48][CH:49]=2)[C:37]2[CH:42]=[CH:41][C:40]([F:43])=[CH:39][CH:38]=2)=[CH:34][CH:35]=1)([CH3:29])([CH3:28])[CH3:27], predict the reactants needed to synthesize it. The reactants are: [F:1][C:2]([F:13])([S:9]([O-:12])(=[O:11])=[O:10])[CH:3]([OH:8])[C:4]([F:7])([F:6])[F:5].C([N+](C)(C)C)C1C=CC=CC=1.[Br-].[C:26]([C:30]1[CH:35]=[CH:34][C:33]([S+:36]([C:44]2[CH:49]=[CH:48][C:47]([C:50]([CH3:53])([CH3:52])[CH3:51])=[CH:46][CH:45]=2)[C:37]2[CH:42]=[CH:41][C:40]([F:43])=[CH:39][CH:38]=2)=[CH:32][CH:31]=1)([CH3:29])([CH3:28])[CH3:27].C(Cl)Cl. (3) Given the product [Cl:11][C:9]1[CH:8]=[CH:7][C:3]([C:4]([NH2:6])=[O:5])=[C:2]([O:18][CH2:17][CH:16]([CH3:20])[CH3:15])[N:10]=1, predict the reactants needed to synthesize it. The reactants are: Cl[C:2]1[N:10]=[C:9]([Cl:11])[CH:8]=[CH:7][C:3]=1[C:4]([NH2:6])=[O:5].ClC1C=[CH:20][C:16]([C:17](N)=[O:18])=[C:15](OCCC)N=1.[H-].[Na+]. (4) Given the product [Cl:9][C:10]1[CH:15]=[CH:14][C:13](/[C:16](/[CH3:17])=[CH:1]/[C:2]2[CH:7]=[CH:6][CH:5]=[CH:4][CH:3]=2)=[CH:12][CH:11]=1, predict the reactants needed to synthesize it. The reactants are: [CH2:1](Cl)[C:2]1[CH:7]=[CH:6][CH:5]=[CH:4][CH:3]=1.[Cl:9][C:10]1[CH:15]=[CH:14][C:13]([C:16](=O)[CH3:17])=[CH:12][CH:11]=1. (5) Given the product [F:44][C:41]1[CH:42]=[CH:43][C:38]([O:37][C:33]2[CH:32]=[C:31]([CH:36]=[CH:35][CH:34]=2)[CH2:30][O:1][N:2]2[C:10]3[C:5](=[N:6][CH:7]=[C:8]([C:11]4[CH:12]=[N:13][N:14]([CH:16]5[CH2:17][CH2:18][NH:19][CH2:20][CH2:21]5)[CH:15]=4)[CH:9]=3)[CH:4]=[CH:3]2)=[CH:39][CH:40]=1, predict the reactants needed to synthesize it. The reactants are: [OH:1][N:2]1[C:10]2[C:5](=[N:6][CH:7]=[C:8]([C:11]3[CH:12]=[N:13][N:14]([CH:16]4[CH2:21][CH2:20][N:19](C(OC(C)(C)C)=O)[CH2:18][CH2:17]4)[CH:15]=3)[CH:9]=2)[CH:4]=[CH:3]1.Br[CH2:30][C:31]1[CH:36]=[CH:35][CH:34]=[C:33]([O:37][C:38]2[CH:43]=[CH:42][C:41]([F:44])=[CH:40][CH:39]=2)[CH:32]=1. (6) The reactants are: [CH2:1]([C@@H:8]1[CH2:13][N:12]([CH2:14][C:15]2[CH:20]=[CH:19][CH:18]=[CH:17][CH:16]=2)[CH2:11][CH2:10][N:9]1[C:21]([C:23]1[N:24]=[CH:25][N:26]([CH2:34][CH2:35][NH:36][CH:37]2[CH2:42][CH2:41][O:40][CH2:39][CH2:38]2)[C:27]=1[C:28]1[CH:33]=[CH:32][CH:31]=[CH:30][CH:29]=1)=[O:22])[C:2]1[CH:7]=[CH:6][CH:5]=[CH:4][CH:3]=1.[C:43]([NH:46][CH2:47][CH2:48][CH2:49][C:50](O)=[O:51])(=[O:45])[CH3:44].CCN=C=NCCCN(C)C.Cl.C1C=CC2N(O)N=NC=2C=1.C(=O)(O)[O-].[Na+]. Given the product [C:43]([NH:46][CH2:47][CH2:48][CH2:49][C:50]([N:36]([CH2:35][CH2:34][N:26]1[C:27]([C:28]2[CH:29]=[CH:30][CH:31]=[CH:32][CH:33]=2)=[C:23]([C:21]([N:9]2[CH2:10][CH2:11][N:12]([CH2:14][C:15]3[CH:16]=[CH:17][CH:18]=[CH:19][CH:20]=3)[CH2:13][C@H:8]2[CH2:1][C:2]2[CH:3]=[CH:4][CH:5]=[CH:6][CH:7]=2)=[O:22])[N:24]=[CH:25]1)[CH:37]1[CH2:38][CH2:39][O:40][CH2:41][CH2:42]1)=[O:51])(=[O:45])[CH3:44], predict the reactants needed to synthesize it.